The task is: Predict which catalyst facilitates the given reaction.. This data is from Catalyst prediction with 721,799 reactions and 888 catalyst types from USPTO. (1) Reactant: [CH2:1]([N:4]([CH2:8][CH2:9][CH3:10])[CH2:5][CH2:6][CH3:7])[CH2:2][CH3:3].[Br:11][CH2:12][CH2:13][CH2:14][CH2:15][CH2:16][CH2:17][CH2:18][CH2:19][CH2:20][CH2:21][OH:22]. Product: [Br-:11].[OH:22][CH2:21][CH2:20][CH2:19][CH2:18][CH2:17][CH2:16][CH2:15][CH2:14][CH2:13][CH2:12][N+:4]([CH2:8][CH2:9][CH3:10])([CH2:5][CH2:6][CH3:7])[CH2:1][CH2:2][CH3:3]. The catalyst class is: 8. (2) Reactant: [CH2:1]([O:8][C:9]1[CH:10]=[C:11]([CH:27]=[CH:28][CH:29]=1)[CH2:12][O:13][C:14]1[C:19]2[CH:20]=[C:21]([C:23](=[O:25])[CH3:24])[O:22][C:18]=2[CH:17]=[C:16]([OH:26])[CH:15]=1)[C:2]1[CH:7]=[CH:6][CH:5]=[CH:4][CH:3]=1.[Cl:30]N1C(=O)CCC1=O. Product: [CH2:1]([O:8][C:9]1[CH:10]=[C:11]([CH:27]=[CH:28][CH:29]=1)[CH2:12][O:13][C:14]1[C:19]2[CH:20]=[C:21]([C:23](=[O:25])[CH3:24])[O:22][C:18]=2[C:17]([Cl:30])=[C:16]([OH:26])[CH:15]=1)[C:2]1[CH:3]=[CH:4][CH:5]=[CH:6][CH:7]=1. The catalyst class is: 10. (3) Reactant: [Cl:1][C:2]1[CH:7]=[C:6]([C:8]2[CH:9]=[CH:10][C:11]3[N:12]([C:14]([CH2:17][O:18][C:19]4[C:28]5[C:23](=[CH:24][C:25]([O:29][CH3:30])=[CH:26][CH:27]=5)[N:22]=[CH:21][CH:20]=4)=[N:15][N:16]=3)[N:13]=2)[CH:5]=[CH:4][C:3]=1[CH:31]([NH:33]C(=O)OC(C)(C)C)[CH3:32]. Product: [Cl:1][C:2]1[CH:7]=[C:6]([C:8]2[CH:9]=[CH:10][C:11]3[N:12]([C:14]([CH2:17][O:18][C:19]4[C:28]5[C:23](=[CH:24][C:25]([O:29][CH3:30])=[CH:26][CH:27]=5)[N:22]=[CH:21][CH:20]=4)=[N:15][N:16]=3)[N:13]=2)[CH:5]=[CH:4][C:3]=1[CH:31]([NH2:33])[CH3:32]. The catalyst class is: 157. (4) Reactant: [CH:1]1([C:4]([NH:6][C:7]2[S:8][C:9]3[CH:15]=[C:14]([S:16][C:17]4[N:21]5[CH:22]=[C:23]([C:26]6[CH:27]=[N:28][N:29]([CH:31]7[CH2:36][CH2:35][N:34](C(OC(C)(C)C)=O)[CH2:33][CH2:32]7)[CH:30]=6)[CH:24]=[CH:25][C:20]5=[N:19][CH:18]=4)[CH:13]=[CH:12][C:10]=3[N:11]=2)=[O:5])[CH2:3][CH2:2]1.[ClH:44]. Product: [ClH:44].[NH:34]1[CH2:35][CH2:36][CH:31]([N:29]2[CH:30]=[C:26]([C:23]3[CH:24]=[CH:25][C:20]4[N:21]([C:17]([S:16][C:14]5[CH:13]=[CH:12][C:10]6[N:11]=[C:7]([NH:6][C:4]([CH:1]7[CH2:3][CH2:2]7)=[O:5])[S:8][C:9]=6[CH:15]=5)=[CH:18][N:19]=4)[CH:22]=3)[CH:27]=[N:28]2)[CH2:32][CH2:33]1. The catalyst class is: 12. (5) Reactant: [CH3:1][N:2]1[CH2:18][CH2:17][C:5]2[N:6]([CH2:14][CH2:15][NH2:16])[C:7]3[CH:8]=[CH:9][C:10]([CH3:13])=[CH:11][C:12]=3[C:4]=2[CH2:3]1.[F:19][C:20]1[CH:28]=[CH:27][C:23]([C:24](O)=[O:25])=[CH:22][CH:21]=1.C1(N=C=NC2CCCCC2)CCCCC1. Product: [F:19][C:20]1[CH:28]=[CH:27][C:23]([C:24]([NH:16][CH2:15][CH2:14][N:6]2[C:7]3[CH:8]=[CH:9][C:10]([CH3:13])=[CH:11][C:12]=3[C:4]3[CH2:3][N:2]([CH3:1])[CH2:18][CH2:17][C:5]2=3)=[O:25])=[CH:22][CH:21]=1. The catalyst class is: 119. (6) Reactant: [CH:1]1([C:7]([O:9]CC)=[O:8])[C:3]2([CH2:6][CH2:5][CH2:4]2)[CH2:2]1.O.[OH-].[Li+]. Product: [CH:1]1([C:7]([OH:9])=[O:8])[C:3]2([CH2:6][CH2:5][CH2:4]2)[CH2:2]1. The catalyst class is: 20. (7) Reactant: [CH2:1]([O:8][C:9]1[C:10]([N+:16]([O-:18])=[O:17])=[N:11][CH:12]=[C:13](Cl)[CH:14]=1)[C:2]1[CH:7]=[CH:6][CH:5]=[CH:4][CH:3]=1.C(=O)([O-])[O-].[K+].[K+].[Cl:25][C:26]1[CH:31]=[CH:30][CH:29]=[CH:28][C:27]=1[OH:32].CN(C=O)C. Product: [CH2:1]([O:8][C:9]1[C:10]([N+:16]([O-:18])=[O:17])=[N:11][CH:12]=[C:13]([O:32][C:27]2[CH:28]=[CH:29][CH:30]=[CH:31][C:26]=2[Cl:25])[CH:14]=1)[C:2]1[CH:7]=[CH:6][CH:5]=[CH:4][CH:3]=1. The catalyst class is: 13. (8) Reactant: [F:1][C:2]([F:13])([F:12])[C:3]1[CH:8]=[CH:7][C:6]([CH2:9][C:10]#N)=[CH:5][CH:4]=1.[H-].[Na+].CI.[CH2:18](OC(=O)C)C.C[N:25]([CH:27]=O)C. Product: [CH3:10][C:9]([C:6]1[CH:7]=[CH:8][C:3]([C:2]([F:13])([F:12])[F:1])=[CH:4][CH:5]=1)([CH3:18])[C:27]#[N:25]. The catalyst class is: 805.